Predict which catalyst facilitates the given reaction. From a dataset of Catalyst prediction with 721,799 reactions and 888 catalyst types from USPTO. Product: [Br:1][C:2]1[CH:3]=[CH:4][C:5]2[O:9][CH:8]([CH3:10])[C:7](=[O:11])[C:6]=2[CH:15]=1. Reactant: [Br:1][C:2]1[CH:3]=[CH:4][C:5]2[O:9][C:8]([CH3:10])=[C:7]([O:11]C(=O)C)[C:6]=2[CH:15]=1.Cl. The catalyst class is: 5.